This data is from NCI-60 drug combinations with 297,098 pairs across 59 cell lines. The task is: Regression. Given two drug SMILES strings and cell line genomic features, predict the synergy score measuring deviation from expected non-interaction effect. (1) Drug 1: C1CCC(CC1)NC(=O)N(CCCl)N=O. Drug 2: C1=CN(C=N1)CC(O)(P(=O)(O)O)P(=O)(O)O. Cell line: OVCAR-8. Synergy scores: CSS=-2.99, Synergy_ZIP=-0.192, Synergy_Bliss=-14.2, Synergy_Loewe=-16.1, Synergy_HSA=-15.8. (2) Drug 1: CC12CCC(CC1=CCC3C2CCC4(C3CC=C4C5=CN=CC=C5)C)O. Drug 2: COC1=C(C=C2C(=C1)N=CN=C2NC3=CC(=C(C=C3)F)Cl)OCCCN4CCOCC4. Cell line: NCI-H522. Synergy scores: CSS=42.1, Synergy_ZIP=4.02, Synergy_Bliss=6.53, Synergy_Loewe=-3.55, Synergy_HSA=7.26. (3) Drug 1: CC1=C2C(C(=O)C3(C(CC4C(C3C(C(C2(C)C)(CC1OC(=O)C(C(C5=CC=CC=C5)NC(=O)OC(C)(C)C)O)O)OC(=O)C6=CC=CC=C6)(CO4)OC(=O)C)OC)C)OC. Drug 2: CC1OCC2C(O1)C(C(C(O2)OC3C4COC(=O)C4C(C5=CC6=C(C=C35)OCO6)C7=CC(=C(C(=C7)OC)O)OC)O)O. Cell line: EKVX. Synergy scores: CSS=35.0, Synergy_ZIP=-11.1, Synergy_Bliss=-7.07, Synergy_Loewe=-17.9, Synergy_HSA=-2.39. (4) Drug 1: CN(CCCl)CCCl.Cl. Drug 2: CC(C)CN1C=NC2=C1C3=CC=CC=C3N=C2N. Cell line: 786-0. Synergy scores: CSS=30.7, Synergy_ZIP=-7.88, Synergy_Bliss=-0.663, Synergy_Loewe=-0.371, Synergy_HSA=-0.401. (5) Drug 1: CC12CCC3C(C1CCC2=O)CC(=C)C4=CC(=O)C=CC34C. Drug 2: C1=C(C(=O)NC(=O)N1)N(CCCl)CCCl. Cell line: DU-145. Synergy scores: CSS=57.1, Synergy_ZIP=-3.20, Synergy_Bliss=-1.19, Synergy_Loewe=-3.59, Synergy_HSA=-0.213. (6) Drug 1: CC1=C2C(C(=O)C3(C(CC4C(C3C(C(C2(C)C)(CC1OC(=O)C(C(C5=CC=CC=C5)NC(=O)C6=CC=CC=C6)O)O)OC(=O)C7=CC=CC=C7)(CO4)OC(=O)C)O)C)OC(=O)C. Drug 2: COC1=C2C(=CC3=C1OC=C3)C=CC(=O)O2. Cell line: OVCAR-5. Synergy scores: CSS=28.6, Synergy_ZIP=-6.41, Synergy_Bliss=-11.3, Synergy_Loewe=-44.5, Synergy_HSA=-11.0. (7) Drug 1: C1=CC=C(C=C1)NC(=O)CCCCCCC(=O)NO. Drug 2: C(CN)CNCCSP(=O)(O)O. Cell line: PC-3. Synergy scores: CSS=12.8, Synergy_ZIP=0.116, Synergy_Bliss=6.01, Synergy_Loewe=-22.2, Synergy_HSA=3.34. (8) Drug 1: C1CC(CNC1)C2=CC=C(C=C2)N3C=C4C=CC=C(C4=N3)C(=O)N. Drug 2: CCC1=C2CN3C(=CC4=C(C3=O)COC(=O)C4(CC)O)C2=NC5=C1C=C(C=C5)O. Cell line: HT29. Synergy scores: CSS=43.8, Synergy_ZIP=3.39, Synergy_Bliss=4.44, Synergy_Loewe=-4.54, Synergy_HSA=6.26.